From a dataset of Peptide-MHC class I binding affinity with 185,985 pairs from IEDB/IMGT. Regression. Given a peptide amino acid sequence and an MHC pseudo amino acid sequence, predict their binding affinity value. This is MHC class I binding data. (1) The peptide sequence is MTRVTNNVY. The MHC is HLA-A02:03 with pseudo-sequence HLA-A02:03. The binding affinity (normalized) is 0.0847. (2) The peptide sequence is AEDLADHHV. The MHC is HLA-A02:11 with pseudo-sequence HLA-A02:11. The binding affinity (normalized) is 0.756.